This data is from Catalyst prediction with 721,799 reactions and 888 catalyst types from USPTO. The task is: Predict which catalyst facilitates the given reaction. (1) Reactant: Cl.[C:2]1([N:8]2[C:12]([C:13]([F:16])([F:15])[F:14])=[CH:11][C:10]([CH2:17][O:18][C:19]3[CH:20]=[C:21]4[C:25](=[CH:26][CH:27]=3)[NH:24][CH2:23][CH2:22]4)=[N:9]2)[CH:7]=[CH:6][CH:5]=[CH:4][CH:3]=1.[NH:28]([C:41]([O:43][C:44]([CH3:47])([CH3:46])[CH3:45])=[O:42])[C@@H:29]([C:38](O)=[O:39])[CH2:30][C:31](=[O:37])[O:32][C:33]([CH3:36])([CH3:35])[CH3:34].CCN=C=NCCCN(C)C.Cl.C1C=CC2N(O)N=NC=2C=1. Product: [C:33]([O:32][C:31](=[O:37])[CH2:30][C@@H:29]([NH:28][C:41]([O:43][C:44]([CH3:47])([CH3:46])[CH3:45])=[O:42])[C:38](=[O:39])[N:24]1[C:25]2[C:21](=[CH:20][C:19]([O:18][CH2:17][C:10]3[CH:11]=[C:12]([C:13]([F:15])([F:16])[F:14])[N:8]([C:2]4[CH:3]=[CH:4][CH:5]=[CH:6][CH:7]=4)[N:9]=3)=[CH:27][CH:26]=2)[CH2:22][CH2:23]1)([CH3:36])([CH3:35])[CH3:34]. The catalyst class is: 3. (2) Reactant: C(O[BH-](OC(=O)C)OC(=O)C)(=O)C.[Na+].[Cl:15][C:16]1[CH:35]=[CH:34][C:33]([CH2:36][CH2:37][CH:38]=O)=[CH:32][C:17]=1[C:18]([NH:20][CH2:21][C:22]12[CH2:31][CH:26]3[CH2:27][CH:28]([CH2:30][CH:24]([CH2:25]3)[CH2:23]1)[CH2:29]2)=[O:19].[NH2:40][CH2:41][CH2:42][CH2:43][OH:44]. Product: [ClH:15].[Cl:15][C:16]1[CH:35]=[CH:34][C:33]([CH2:36][CH2:37][CH2:38][NH:40][CH2:41][CH2:42][CH2:43][OH:44])=[CH:32][C:17]=1[C:18]([NH:20][CH2:21][C:22]12[CH2:31][CH:26]3[CH2:27][CH:28]([CH2:30][CH:24]([CH2:25]3)[CH2:23]1)[CH2:29]2)=[O:19]. The catalyst class is: 4. (3) Reactant: C(N(C(C)C)CC)(C)C.CN(C(ON1N=NC2C=CC=CC1=2)=[N+](C)C)C.F[P-](F)(F)(F)(F)F.[CH:34]1([OH:37])[CH2:36][CH2:35]1.[CH3:38][N:39]([CH3:59])[CH:40]1[CH2:45][CH2:44][N:43]([C:46](=[O:58])[CH2:47][CH2:48][C:49]2[N:50]([CH2:54][C:55](O)=[O:56])[CH:51]=[CH:52][N:53]=2)[CH2:42][CH2:41]1.Cl. Product: [CH3:59][N:39]([CH3:38])[CH:40]1[CH2:45][CH2:44][N:43]([C:46](=[O:58])[CH2:47][CH2:48][C:49]2[N:50]([CH2:54][C:55]([O:37][CH:34]3[CH2:36][CH2:35]3)=[O:56])[CH:51]=[CH:52][N:53]=2)[CH2:42][CH2:41]1. The catalyst class is: 22. (4) Reactant: [C:1](Cl)(=[O:3])[CH3:2].COC1C=C(OC)C=CC=1C[NH:10][CH:11]1[C:20]2[CH2:19][S:18][N:17]=[C:16]([N:21](C(OC(C)(C)C)=O)C(OC(C)(C)C)=O)[C:15]3=[N:36][N:37]([CH2:39][C:40]4[C:45]([CH3:46])=[C:44]([O:47][CH3:48])[C:43]([CH3:49])=[CH:42][N:41]=4)[N:38]=[C:13]([C:14]=23)[CH2:12]1.N1C=CC=CC=1. Product: [NH2:21][C:16]1[C:15]2[C:14]3[C:13](=[N:38][N:37]([CH2:39][C:40]4[C:45]([CH3:46])=[C:44]([O:47][CH3:48])[C:43]([CH3:49])=[CH:42][N:41]=4)[N:36]=2)[CH2:12][CH:11]([NH:10][C:1](=[O:3])[CH3:2])[C:20]=3[CH2:19][S:18][N:17]=1. The catalyst class is: 4. (5) Reactant: [CH:1]1([C@@H:4]([N:6]([CH2:25][C:26]2[N:27]=[C:28]([NH:31]C(=O)OC(C)(C)C)[S:29][CH:30]=2)[C:7](=[O:24])[CH2:8][N:9]2[C:21](=[O:22])[C@:12]3([C:20]4[C:15](=[CH:16][CH:17]=[CH:18][CH:19]=4)[CH2:14][CH2:13]3)[NH:11][C:10]2=[O:23])[CH3:5])[CH2:3][CH2:2]1.C(O)(C(F)(F)F)=O. Product: [NH2:31][C:28]1[S:29][CH:30]=[C:26]([CH2:25][N:6]([C@H:4]([CH:1]2[CH2:2][CH2:3]2)[CH3:5])[C:7](=[O:24])[CH2:8][N:9]2[C:21](=[O:22])[C@:12]3([C:20]4[C:15](=[CH:16][CH:17]=[CH:18][CH:19]=4)[CH2:14][CH2:13]3)[NH:11][C:10]2=[O:23])[N:27]=1. The catalyst class is: 2.